Dataset: Catalyst prediction with 721,799 reactions and 888 catalyst types from USPTO. Task: Predict which catalyst facilitates the given reaction. (1) Reactant: Br[CH2:2][C:3]1[C:4]([F:13])=[C:5]([CH:10]=[CH:11][CH:12]=1)[C:6]([O:8][CH3:9])=[O:7].C(=O)(O)[O-:15].[Na+]. Product: [F:13][C:4]1[C:3]([CH:2]=[O:15])=[CH:12][CH:11]=[CH:10][C:5]=1[C:6]([O:8][CH3:9])=[O:7]. The catalyst class is: 16. (2) Reactant: C([Si](C)(C)[O:6][C:7]1[C:8]([F:25])=[C:9]([C@H:14]([NH:18][S@:19]([C:21]([CH3:24])([CH3:23])[CH3:22])=[O:20])[CH:15]2[CH2:17][CH2:16]2)[CH:10]=[CH:11][C:12]=1[Cl:13])(C)(C)C.O.[F-].[Cs+]. Product: [Cl:13][C:12]1[CH:11]=[CH:10][C:9]([C@H:14]([NH:18][S@:19]([C:21]([CH3:22])([CH3:23])[CH3:24])=[O:20])[CH:15]2[CH2:16][CH2:17]2)=[C:8]([F:25])[C:7]=1[OH:6]. The catalyst class is: 23.